This data is from Forward reaction prediction with 1.9M reactions from USPTO patents (1976-2016). The task is: Predict the product of the given reaction. (1) Given the reactants [N:1]([CH2:4][C:5]1[CH:14]=[N:13][C:12]2[C:11]([N:15]3[CH2:20][CH2:19][O:18][CH2:17][CH2:16]3)=[N:10][C:9]([Cl:21])=[N:8][C:7]=2[CH:6]=1)=[N+:2]=[N-:3].[CH3:22][O:23][CH:24](O[CH:24]([O:23][CH3:22])[C:25]#[CH:26])[C:25]#[CH:26].C(N(CC)CC)C, predict the reaction product. The product is: [Cl:21][C:9]1[N:10]=[C:11]([N:15]2[CH2:16][CH2:17][O:18][CH2:19][CH2:20]2)[C:12]2[N:13]=[CH:14][C:5]([CH2:4][N:1]3[CH:26]=[C:25]([CH2:24][O:23][CH3:22])[N:3]=[N:2]3)=[CH:6][C:7]=2[N:8]=1. (2) Given the reactants [NH:1]([C:3]1[CH:8]=[CH:7][CH:6]=[CH:5][N:4]=1)[NH2:2].Cl[CH2:10][C:11]([O:13][CH2:14][C:15]1[CH:20]=[CH:19][CH:18]=[CH:17][CH:16]=1)=[O:12].C(N(CC)CC)C.O, predict the reaction product. The product is: [N:4]1[CH:5]=[CH:6][CH:7]=[CH:8][C:3]=1[NH:1][NH:2][CH2:10][C:11]([O:13][CH2:14][C:15]1[CH:20]=[CH:19][CH:18]=[CH:17][CH:16]=1)=[O:12].